This data is from Catalyst prediction with 721,799 reactions and 888 catalyst types from USPTO. The task is: Predict which catalyst facilitates the given reaction. (1) Reactant: [C:1]([O:5][C:6](=[O:36])[NH:7][C:8]1([C:12]2[CH:17]=[CH:16][C:15]([C:18]3[C:27](=[O:28])[C:26]4[C:21](=[CH:22][CH:23]=[C:24](Br)[CH:25]=4)[O:20][C:19]=3[C:30]3[CH:35]=[CH:34][CH:33]=[CH:32][CH:31]=3)=[CH:14][CH:13]=2)[CH2:11][CH2:10][CH2:9]1)([CH3:4])([CH3:3])[CH3:2].C[C:38]([N:40](C)C)=O. Product: [C:1]([O:5][C:6](=[O:36])[NH:7][C:8]1([C:12]2[CH:17]=[CH:16][C:15]([C:18]3[C:27](=[O:28])[C:26]4[C:21](=[CH:22][CH:23]=[C:24]([C:38]#[N:40])[CH:25]=4)[O:20][C:19]=3[C:30]3[CH:35]=[CH:34][CH:33]=[CH:32][CH:31]=3)=[CH:14][CH:13]=2)[CH2:11][CH2:10][CH2:9]1)([CH3:4])([CH3:3])[CH3:2]. The catalyst class is: 507. (2) Reactant: [OH-:1].[Li+].[CH3:3][C:4]([C:6]1[C:7]([OH:13])=[CH:8][CH:9]=[CH:10][C:11]=1[OH:12])=[O:5].[C:14](Cl)(=[O:24])[C:15]1[CH:23]=[CH:22][CH:21]=[C:17]([C:18](Cl)=O)[CH:16]=1.Cl. Product: [OH:13][C:7]1[CH:8]=[CH:9][CH:10]=[C:11]2[C:6]=1[C:4](=[O:5])[CH:3]=[C:18]([C:17]1[CH:16]=[C:15]([CH:23]=[CH:22][CH:21]=1)[C:14]1[O:24][C:7]3[C:6]([C:4](=[O:1])[CH:3]=1)=[C:11]([OH:12])[CH:10]=[CH:9][CH:8]=3)[O:12]2. The catalyst class is: 1. (3) Reactant: [OH:1][CH2:2][C@H:3]1[CH2:8][CH2:7][C@H:6]([CH2:9][C:10]([O:12][CH2:13][CH3:14])=[O:11])[CH2:5][CH2:4]1.CC(OI1(OC(C)=O)(OC(C)=O)OC(=O)C2C=CC=CC1=2)=O. Product: [CH:2]([C@H:3]1[CH2:8][CH2:7][C@H:6]([CH2:9][C:10]([O:12][CH2:13][CH3:14])=[O:11])[CH2:5][CH2:4]1)=[O:1]. The catalyst class is: 91. (4) Reactant: [F:1][C:2]1[C:3]2[O:28][N:27]=[C:26](S(C)(=O)=O)[C:4]=2[CH:5]=[C:6]2[C:19]=1[N:18]1[CH2:20][C@@H:21]([CH3:25])[O:22][C@@H:23]([CH3:24])[C@@H:17]1[C:8]1([C:13](=[O:14])[NH:12][C:11](=[O:15])[NH:10][C:9]1=[O:16])[CH2:7]2.[C-:33]#[N:34].[K+].C1OCCOCCOCCOCCOCCOC1. Product: [F:1][C:2]1[C:3]2[O:28][N:27]=[C:26]([C:33]#[N:34])[C:4]=2[CH:5]=[C:6]2[C:19]=1[N:18]1[CH2:20][C@@H:21]([CH3:25])[O:22][C@@H:23]([CH3:24])[C@@H:17]1[C:8]1([C:13](=[O:14])[NH:12][C:11](=[O:15])[NH:10][C:9]1=[O:16])[CH2:7]2. The catalyst class is: 3.